Task: Predict the reactants needed to synthesize the given product.. Dataset: Full USPTO retrosynthesis dataset with 1.9M reactions from patents (1976-2016) (1) Given the product [Cl:37][C:34]1[S:33][C:32]([C:30]2[O:29][N:28]=[C:27]([CH2:26][N:12]3[C:8]4=[CH:7][S:6][C:5]([C:3]([OH:2])=[O:4])=[C:9]4[N:10]=[C:11]3[C:13](=[O:24])[NH:14][CH:15]3[CH2:16][CH2:17][N:18]([CH:21]4[CH2:23][CH2:22]4)[CH2:19][CH2:20]3)[CH:31]=2)=[CH:36][CH:35]=1.[Cl:37][C:34]1[S:33][C:32]([C:30]2[O:29][N:28]=[C:27]([CH2:26][N:10]3[C:9]4=[C:5]([C:3]([OH:2])=[O:4])[S:6][CH:7]=[C:8]4[N:12]=[C:11]3[C:13](=[O:24])[NH:14][CH:15]3[CH2:16][CH2:17][N:18]([CH:21]4[CH2:23][CH2:22]4)[CH2:19][CH2:20]3)[CH:31]=2)=[CH:36][CH:35]=1, predict the reactants needed to synthesize it. The reactants are: C[O:2][C:3]([C:5]1[S:6][CH:7]=[C:8]2[NH:12][C:11]([C:13](=[O:24])[NH:14][CH:15]3[CH2:20][CH2:19][N:18]([CH:21]4[CH2:23][CH2:22]4)[CH2:17][CH2:16]3)=[N:10][C:9]=12)=[O:4].Br[CH2:26][C:27]1[CH:31]=[C:30]([C:32]2[S:33][C:34]([Cl:37])=[CH:35][CH:36]=2)[O:29][N:28]=1.CC#N.O. (2) Given the product [CH3:36][S:37]([C:40]1[CH:41]=[C:42]2[C:46](=[CH:47][CH:48]=1)[N:45]([C:49]1[N:50]=[CH:51][N:52]=[C:53]([O:55][CH:56]3[CH2:61][CH2:60][N:59]([C:4](=[O:6])[CH2:3][CH:2]([OH:1])[CH3:7])[CH2:58][CH2:57]3)[CH:54]=1)[CH2:44][CH2:43]2)(=[O:39])=[O:38], predict the reactants needed to synthesize it. The reactants are: [OH:1][CH:2]([CH3:7])[CH2:3][C:4]([OH:6])=O.C(N(C(C)C)CC)(C)C.[Cl-].COC1N=C([N+]2(C)CCOCC2)N=C(OC)N=1.Cl.[CH3:36][S:37]([C:40]1[CH:41]=[C:42]2[C:46](=[CH:47][CH:48]=1)[N:45]([C:49]1[CH:54]=[C:53]([O:55][CH:56]3[CH2:61][CH2:60][NH:59][CH2:58][CH2:57]3)[N:52]=[CH:51][N:50]=1)[CH2:44][CH2:43]2)(=[O:39])=[O:38]. (3) The reactants are: [NH2:1][C:2]1[N:19]=[CH:18][C:5]2[N:6]=[CH:7][N:8]=[C:9]([NH:10][C:11]3[CH:16]=[CH:15][CH:14]=[C:13]([Br:17])[CH:12]=3)[C:4]=2[CH:3]=1.CCN(CC)CC.[C:27](Cl)(=[O:30])[CH:28]=[CH2:29].CO.CCOC(C)=O. Given the product [Br:17][C:13]1[CH:12]=[C:11]([NH:10][C:9]2[C:4]3[CH:3]=[C:2]([NH:1][C:27](=[O:30])[CH:28]=[CH2:29])[N:19]=[CH:18][C:5]=3[N:6]=[CH:7][N:8]=2)[CH:16]=[CH:15][CH:14]=1, predict the reactants needed to synthesize it. (4) Given the product [Cl:19][C:16]1[CH:17]=[CH:18][C:13]([O:12][CH:10]2[CH2:11][N:8]([C:6]3[N:5]=[C:4]([CH3:21])[N:3]=[C:2]([NH:31][C:32]4[CH:33]=[C:34]([CH:39]=[CH:40][CH:41]=4)[C:35]([NH:37][CH3:38])=[O:36])[N:7]=3)[CH2:9]2)=[C:14]([F:20])[CH:15]=1, predict the reactants needed to synthesize it. The reactants are: Cl[C:2]1[N:7]=[C:6]([N:8]2[CH2:11][CH:10]([O:12][C:13]3[CH:18]=[CH:17][C:16]([Cl:19])=[CH:15][C:14]=3[F:20])[CH2:9]2)[N:5]=[C:4]([CH3:21])[N:3]=1.CCN(C(C)C)C(C)C.[NH2:31][C:32]1[CH:33]=[C:34]([CH:39]=[CH:40][CH:41]=1)[C:35]([NH:37][CH3:38])=[O:36]. (5) Given the product [Br:1][C:2]1[CH:3]=[C:4]([NH:10][C:11]2[CH:16]=[N:15][C:14]([N:17]3[CH2:18][CH2:19][NH:20][CH2:21][CH2:22]3)=[CH:13][N:12]=2)[C:5](=[O:9])[N:6]([CH3:8])[CH:7]=1, predict the reactants needed to synthesize it. The reactants are: [Br:1][C:2]1[CH:3]=[C:4]([NH:10][C:11]2[N:12]=[CH:13][C:14]([N:17]3[CH2:22][CH2:21][N:20](C(OC(C)(C)C)=O)[CH2:19][CH2:18]3)=[N:15][CH:16]=2)[C:5](=[O:9])[N:6]([CH3:8])[CH:7]=1. (6) Given the product [Cl:22][C:19]1[CH:20]=[CH:21][C:16]([N:14]2[CH:15]=[C:11]([CH2:10][C:9]3[NH:8][C:3]4[CH:4]=[CH:5][CH:6]=[CH:7][C:2]=4[N:1]=3)[N:12]=[C:13]2[CH2:23][C:24]2[CH:29]=[CH:28][C:27]([F:30])=[CH:26][CH:25]=2)=[CH:17][CH:18]=1, predict the reactants needed to synthesize it. The reactants are: [NH2:1][C:2]1[CH:7]=[CH:6][CH:5]=[CH:4][C:3]=1[NH:8][C:9](=O)[CH2:10][C:11]1[N:12]=[C:13]([CH2:23][C:24]2[CH:29]=[CH:28][C:27]([F:30])=[CH:26][CH:25]=2)[N:14]([C:16]2[CH:21]=[CH:20][C:19]([Cl:22])=[CH:18][CH:17]=2)[CH:15]=1.C(=O)([O-])O.[Na+].[OH-].[Na+].Cl. (7) Given the product [Cl:36][CH2:37][C:38]([NH:1][C:2]1[CH:3]=[C:4]([CH:29]=[C:30]([C:32]([F:35])([F:34])[F:33])[CH:31]=1)[C:5]([NH:7][C:8]1[CH:13]=[CH:12][CH:11]=[C:10]([C:14]2[N:19]3[N:20]=[C:21]([C:23]4[CH:24]=[CH:25][N:26]=[CH:27][CH:28]=4)[CH:22]=[C:18]3[N:17]=[CH:16][CH:15]=2)[CH:9]=1)=[O:6])=[O:39], predict the reactants needed to synthesize it. The reactants are: [NH2:1][C:2]1[CH:3]=[C:4]([CH:29]=[C:30]([C:32]([F:35])([F:34])[F:33])[CH:31]=1)[C:5]([NH:7][C:8]1[CH:13]=[CH:12][CH:11]=[C:10]([C:14]2[N:19]3[N:20]=[C:21]([C:23]4[CH:28]=[CH:27][N:26]=[CH:25][CH:24]=4)[CH:22]=[C:18]3[N:17]=[CH:16][CH:15]=2)[CH:9]=1)=[O:6].[Cl:36][CH2:37][C:38](Cl)=[O:39].N1C=CC=CC=1. (8) Given the product [F:21][C:16]1[CH:17]=[CH:18][CH:19]=[CH:20][C:15]=1[CH2:14][C:13]1[N:7]2[CH:8]=[CH:9][CH:10]=[CH:11][C:6]2=[C:5]([C:4]([O:3][CH2:1][CH3:2])=[O:23])[N:12]=1, predict the reactants needed to synthesize it. The reactants are: [CH2:1]([O:3][C:4](=[O:23])[CH:5]([NH:12][C:13](=O)[CH2:14][C:15]1[CH:20]=[CH:19][CH:18]=[CH:17][C:16]=1[F:21])[C:6]1[CH:11]=[CH:10][CH:9]=[CH:8][N:7]=1)[CH3:2].P(Cl)(Cl)(Cl)=O. (9) Given the product [Cl:1][C:2]1[C:10]([O:11][CH2:12][CH3:13])=[C:9]([Cl:14])[CH:8]=[C:7]([F:15])[C:3]=1[C:4]([Cl:20])=[O:5], predict the reactants needed to synthesize it. The reactants are: [Cl:1][C:2]1[C:10]([O:11][CH2:12][CH3:13])=[C:9]([Cl:14])[CH:8]=[C:7]([F:15])[C:3]=1[C:4](O)=[O:5].C(Cl)(C([Cl:20])=O)=O.